From a dataset of Catalyst prediction with 721,799 reactions and 888 catalyst types from USPTO. Predict which catalyst facilitates the given reaction. (1) Reactant: [F:1][C:2]1[CH:7]=[CH:6][C:5]([CH:8]2[CH2:13][NH:12][CH2:11][CH2:10][N:9]2[S:14]([CH2:17][CH:18]([CH2:30][C:31]2[CH:36]=[CH:35][CH:34]=[CH:33][CH:32]=2)[C:19]([NH:21][O:22]CC2C=CC=CC=2)=[O:20])(=[O:16])=[O:15])=[CH:4][CH:3]=1. Product: [OH:22][NH:21][C:19](=[O:20])[CH:18]([CH2:30][C:31]1[CH:36]=[CH:35][CH:34]=[CH:33][CH:32]=1)[CH2:17][S:14]([N:9]1[CH2:10][CH2:11][NH:12][CH2:13][CH:8]1[C:5]1[CH:6]=[CH:7][C:2]([F:1])=[CH:3][CH:4]=1)(=[O:15])=[O:16]. The catalyst class is: 5. (2) Reactant: Cl[C:2]1[C:11]2[C:6](=[CH:7][C:8]([F:18])=[C:9]([N:12]3[CH2:17][CH2:16][O:15][CH2:14][CH2:13]3)[CH:10]=2)[N:5]=[C:4]([CH:19]=[CH:20][C:21]2[O:22][C:23]([N+:26]([O-:28])=[O:27])=[CH:24][CH:25]=2)[N:3]=1.[NH2:29][C:30]1[CH:35]=[CH:34][C:33]([OH:36])=[CH:32][CH:31]=1.O. Product: [F:18][C:8]1[CH:7]=[C:6]2[C:11]([C:2]([NH:29][C:30]3[CH:35]=[CH:34][C:33]([OH:36])=[CH:32][CH:31]=3)=[N:3][C:4]([CH:19]=[CH:20][C:21]3[O:22][C:23]([N+:26]([O-:28])=[O:27])=[CH:24][CH:25]=3)=[N:5]2)=[CH:10][C:9]=1[N:12]1[CH2:17][CH2:16][O:15][CH2:14][CH2:13]1. The catalyst class is: 37. (3) Reactant: [NH2:1][C:2]([CH:6]1[CH2:8][CH2:7]1)([CH3:5])[CH2:3][OH:4].C(N(CC)CC)C.Cl[C:17](Cl)([O:19]C(=O)OC(Cl)(Cl)Cl)Cl. Product: [CH:6]1([C:2]2([CH3:5])[CH2:3][O:4][C:17](=[O:19])[NH:1]2)[CH2:8][CH2:7]1. The catalyst class is: 2. (4) Reactant: [C:1]([C:3]1[CH:18]=[C:17]([CH3:19])[C:6]([O:7][CH2:8][C@@H:9]([OH:16])[CH2:10][NH:11][C:12](=[O:15])[CH2:13][OH:14])=[C:5]([CH2:20][CH3:21])[CH:4]=1)#[N:2].Cl.[NH2:23][OH:24].C([O-])(O)=O.[Na+]. Product: [CH2:20]([C:5]1[CH:4]=[C:3]([C:1](=[NH:2])[NH:23][OH:24])[CH:18]=[C:17]([CH3:19])[C:6]=1[O:7][CH2:8][C@@H:9]([OH:16])[CH2:10][NH:11][C:12](=[O:15])[CH2:13][OH:14])[CH3:21]. The catalyst class is: 5. (5) Reactant: [C:1]([C:5]1[C:14]2[C:9](=[CH:10][CH:11]=[CH:12][CH:13]=2)[N:8]=[C:7]([CH3:15])[C:6]=1[C:16](=[O:22])[C:17]([O:19][CH2:20][CH3:21])=[O:18])([CH3:4])([CH3:3])[CH3:2].[BH4-].[Na+]. Product: [C:1]([C:5]1[C:14]2[C:9](=[CH:10][CH:11]=[CH:12][CH:13]=2)[N:8]=[C:7]([CH3:15])[C:6]=1[CH:16]([OH:22])[C:17]([O:19][CH2:20][CH3:21])=[O:18])([CH3:4])([CH3:2])[CH3:3]. The catalyst class is: 214.